This data is from Reaction yield outcomes from USPTO patents with 853,638 reactions. The task is: Predict the reaction yield, written as a fraction of the theoretical maximum amount of product (1.0 means a 100% yield; for example, 0.34 means a 34% yield). (1) The reactants are [CH3:1][C:2]1([CH3:10])[CH2:7][C:6](=[O:8])[CH2:5][C:4](=[O:9])[CH2:3]1.[C:11]([O-])(O)=O.[Na+]. The product is [CH3:11][O:8][C:6]1[CH2:7][C:2]([CH3:10])([CH3:1])[CH2:3][C:4](=[O:9])[CH:5]=1. The yield is 0.920. The catalyst is CO.ClCCl.[Cl-].[Ti+4].[Cl-].[Cl-].[Cl-]. (2) The reactants are [O:1]1[CH2:6][CH2:5][CH:4]([C:7]([C:9]2[S:13][C:12]([NH2:14])=[N:11][C:10]=2[C:15]2[O:16][CH:17]=[CH:18][CH:19]=2)=[O:8])[CH2:3][CH2:2]1.[F:20][C:21]1[CH:29]=[CH:28][C:24]([C:25](O)=[O:26])=[CH:23][CH:22]=1.CCN=C=NCCCN(C)C.Cl.O.ON1C2C=CC=CC=2N=N1.C(=O)([O-])O.[Na+]. The catalyst is CN(C=O)C.O. The product is [F:20][C:21]1[CH:29]=[CH:28][C:24]([C:25]([NH:14][C:12]2[S:13][C:9]([C:7]([CH:4]3[CH2:5][CH2:6][O:1][CH2:2][CH2:3]3)=[O:8])=[C:10]([C:15]3[O:16][CH:17]=[CH:18][CH:19]=3)[N:11]=2)=[O:26])=[CH:23][CH:22]=1. The yield is 0.230. (3) The reactants are [OH:1][C@H:2]1[CH2:10][C:9]2[C:4](=[CH:5][CH:6]=[CH:7][CH:8]=2)[C@H:3]1[NH:11][C:12]([C:14]1[CH:19]=[CH:18][CH:17]=[C:16]([C:20]2[C:28]3[C:23](=[CH:24][CH:25]=[C:26]([C:29]4[N:33]=[CH:32][N:31](C(C5C=CC=CC=5)(C5C=CC=CC=5)C5C=CC=CC=5)[N:30]=4)[CH:27]=3)[N:22](C3CCCCO3)[N:21]=2)[CH:15]=1)=[O:13].Cl.C(=O)(O)[O-].[Na+]. The catalyst is O1CCOCC1. The product is [NH:30]1[C:29]([C:26]2[CH:27]=[C:28]3[C:23](=[CH:24][CH:25]=2)[NH:22][N:21]=[C:20]3[C:16]2[CH:15]=[C:14]([C:12]([NH:11][C@@H:3]3[C:4]4[C:9](=[CH:8][CH:7]=[CH:6][CH:5]=4)[CH2:10][C@@H:2]3[OH:1])=[O:13])[CH:19]=[CH:18][CH:17]=2)=[N:33][CH:32]=[N:31]1. The yield is 0.230.